From a dataset of Forward reaction prediction with 1.9M reactions from USPTO patents (1976-2016). Predict the product of the given reaction. Given the reactants [NH2:1][C:2]1[CH:7]=[CH:6][C:5]([C:8](=[O:29])[CH2:9][N:10]2[C:14](=[O:15])[C:13]([C:22]3[CH:27]=[CH:26][CH:25]=[CH:24][CH:23]=3)([C:16]3[CH:21]=[CH:20][CH:19]=[CH:18][CH:17]=3)[NH:12][C:11]2=[O:28])=[C:4]([F:30])[CH:3]=1.[N:31]([C:34]1[C:35]([CH3:40])=[N:36][O:37][C:38]=1[CH3:39])=[C:32]=[O:33], predict the reaction product. The product is: [CH3:40][C:35]1[C:34]([NH:31][C:32]([NH:1][C:2]2[CH:7]=[CH:6][C:5]([C:8](=[O:29])[CH2:9][N:10]3[C:14](=[O:15])[C:13]([C:16]4[CH:21]=[CH:20][CH:19]=[CH:18][CH:17]=4)([C:22]4[CH:23]=[CH:24][CH:25]=[CH:26][CH:27]=4)[NH:12][C:11]3=[O:28])=[C:4]([F:30])[CH:3]=2)=[O:33])=[C:38]([CH3:39])[O:37][N:36]=1.